From a dataset of Catalyst prediction with 721,799 reactions and 888 catalyst types from USPTO. Predict which catalyst facilitates the given reaction. (1) Reactant: C(=O)([O-])[O-].[Cs+].[Cs+].[F:7][CH2:8][CH2:9]I.[NH2:11][C:12]1[N:17]=[C:16]([C:18]2[C:19]([C:23]3[C:24]([F:44])=[C:25]([N:29]([CH2:41][O:42][CH3:43])[S:30]([C:33]4[CH:38]=[C:37]([F:39])[CH:36]=[CH:35][C:34]=4[F:40])(=[O:32])=[O:31])[CH:26]=[CH:27][CH:28]=3)=[N:20][NH:21][CH:22]=2)[CH:15]=[CH:14][N:13]=1.O. Product: [NH2:11][C:12]1[N:17]=[C:16]([C:18]2[C:19]([C:23]3[C:24]([F:44])=[C:25]([N:29]([CH2:41][O:42][CH3:43])[S:30]([C:33]4[CH:38]=[C:37]([F:39])[CH:36]=[CH:35][C:34]=4[F:40])(=[O:31])=[O:32])[CH:26]=[CH:27][CH:28]=3)=[N:20][N:21]([CH2:9][CH2:8][F:7])[CH:22]=2)[CH:15]=[CH:14][N:13]=1. The catalyst class is: 85. (2) Reactant: [H-].[Na+].[CH3:3][NH:4][C:5]1[CH:10]=[CH:9][CH:8]=[CH:7][N:6]=1.[S:11](Cl)(=[O:14])(=[O:13])[NH2:12]. Product: [CH3:3][N:4]([C:5]1[CH:10]=[CH:9][CH:8]=[CH:7][N:6]=1)[S:11]([NH2:12])(=[O:14])=[O:13]. The catalyst class is: 1. (3) Reactant: [N:1]([CH2:4][CH2:5][N:6]1[CH2:10][CH2:9][O:8][C:7]1=[O:11])=[N+:2]=[N-:3].O=C1O[C@H]([C@H](CO)O)C([O-])=C1O.[Na+].[CH2:25]([O:27][CH:28]([O:31][CH2:32][CH3:33])[C:29]#[CH:30])[CH3:26].C(O)(C)(C)C. The catalyst class is: 3. Product: [CH2:25]([O:27][CH:28]([O:31][CH2:32][CH3:33])[C:29]1[N:3]=[N:2][N:1]([CH2:4][CH2:5][N:6]2[CH2:10][CH2:9][O:8][C:7]2=[O:11])[CH:30]=1)[CH3:26]. (4) Reactant: [Cl:1][C:2]1[CH:3]=[C:4]([CH:21]=[CH:22][C:23]=1[NH:24][C:25]([NH:27][CH:28]1[CH2:30][CH2:29]1)=[O:26])[O:5][C:6]1[C:15]2[C:10](=[CH:11][C:12]([O:19][CH3:20])=[C:13]([C:16]([OH:18])=O)[CH:14]=2)[N:9]=[CH:8][CH:7]=1.[NH2:31][CH2:32][CH:33]1[CH2:38][CH2:37][N:36]([C:39]([O:41][C:42]([CH3:45])([CH3:44])[CH3:43])=[O:40])[CH2:35][CH2:34]1.C(N(CC)CC)C.F[P-](F)(F)(F)(F)F.CN([PH+](N(C)C)N(C)C)C. Product: [Cl:1][C:2]1[CH:3]=[C:4]([CH:21]=[CH:22][C:23]=1[NH:24][C:25]([NH:27][CH:28]1[CH2:29][CH2:30]1)=[O:26])[O:5][C:6]1[C:15]2[C:10](=[CH:11][C:12]([O:19][CH3:20])=[C:13]([C:16]([NH:31][CH2:32][CH:33]3[CH2:38][CH2:37][N:36]([C:39]([O:41][C:42]([CH3:45])([CH3:44])[CH3:43])=[O:40])[CH2:35][CH2:34]3)=[O:18])[CH:14]=2)[N:9]=[CH:8][CH:7]=1. The catalyst class is: 255.